Predict the product of the given reaction. From a dataset of Forward reaction prediction with 1.9M reactions from USPTO patents (1976-2016). (1) Given the reactants [C:1]([C:3]1[CH:4]=[C:5]([CH:38]([CH3:40])[CH3:39])[C:6]2[O:10][C:9]([C:11]3[CH:36]=[CH:35][C:14]([C:15]([NH:17][CH2:18][C:19]4([CH3:34])[O:23][C:22](=[O:24])[N:21](CC5C=CC(OC)=CC=5)[CH2:20]4)=[O:16])=[CH:13][CH:12]=3)=[N:8][C:7]=2[CH:37]=1)#[N:2], predict the reaction product. The product is: [C:1]([C:3]1[CH:4]=[C:5]([CH:38]([CH3:40])[CH3:39])[C:6]2[O:10][C:9]([C:11]3[CH:36]=[CH:35][C:14]([C:15]([NH:17][CH2:18][C:19]4([CH3:34])[O:23][C:22](=[O:24])[NH:21][CH2:20]4)=[O:16])=[CH:13][CH:12]=3)=[N:8][C:7]=2[CH:37]=1)#[N:2]. (2) Given the reactants FC(F)(F)C(O)=O.[CH:8]([N:11]1[C:15]([C:16]2[N:25]=[C:24]3[N:18]([CH2:19][CH2:20][O:21][C:22]4[CH:29]=[CH:28][C:27]([CH2:30][C:31]([OH:33])=O)=[CH:26][C:23]=43)[CH:17]=2)=[N:14][CH:13]=[N:12]1)([CH3:10])[CH3:9].CN(C(ON1N=NC2C=CC=NC1=2)=[N+](C)C)C.F[P-](F)(F)(F)(F)F.CCN(CC)CC.[C:65]1([NH2:71])[CH:70]=[CH:69][CH:68]=[CH:67][CH:66]=1, predict the reaction product. The product is: [CH:8]([N:11]1[C:15]([C:16]2[N:25]=[C:24]3[C:23]4[CH:26]=[C:27]([CH2:30][C:31]([NH:71][C:65]5[CH:70]=[CH:69][CH:68]=[CH:67][CH:66]=5)=[O:33])[CH:28]=[CH:29][C:22]=4[O:21][CH2:20][CH2:19][N:18]3[CH:17]=2)=[N:14][CH:13]=[N:12]1)([CH3:10])[CH3:9].